From a dataset of Full USPTO retrosynthesis dataset with 1.9M reactions from patents (1976-2016). Predict the reactants needed to synthesize the given product. (1) Given the product [F:12][C:13]1[CH:14]=[C:15](/[CH:16]=[C:9](\[C:6]2[CH:7]=[CH:8][N:3]=[CH:4][CH:5]=2)/[C:10]#[N:11])[CH:18]=[CH:19][CH:20]=1, predict the reactants needed to synthesize it. The reactants are: [Na].Cl.[N:3]1[CH:8]=[CH:7][C:6]([CH2:9][C:10]#[N:11])=[CH:5][CH:4]=1.[F:12][C:13]1[CH:14]=[C:15]([CH:18]=[CH:19][CH:20]=1)[CH:16]=O. (2) Given the product [CH:1]([O:4][C:5]1[CH:6]=[C:7]([CH:25]=[CH:26][CH:27]=1)[C:8]([C:9]1[C:18]2[C:13](=[CH:14][C:15]([O:21][CH3:22])=[C:16]([O:19][CH3:20])[CH:17]=2)[C:12]([CH:23]=[O:24])=[CH:11][N:10]=1)=[O:29])([CH3:3])[CH3:2], predict the reactants needed to synthesize it. The reactants are: [CH:1]([O:4][C:5]1[CH:6]=[C:7]([CH:25]=[CH:26][CH:27]=1)[CH2:8][C:9]1[C:18]2[C:13](=[CH:14][C:15]([O:21][CH3:22])=[C:16]([O:19][CH3:20])[CH:17]=2)[C:12]([CH:23]=[O:24])=[CH:11][N:10]=1)([CH3:3])[CH3:2].[Se](=O)=[O:29]. (3) Given the product [CH2:21]([O:23][C:24]1[C:32]2[C:27](=[N:28][CH:29]=[C:30]([NH:33][C:34](=[O:50])[C:35]3[C:40]([F:41])=[CH:39][CH:38]=[C:37]([NH:42][S:43]([CH2:46][CH2:47][CH3:48])(=[O:45])=[O:44])[C:36]=3[F:49])[CH:31]=2)[N:26]([S:51]([C:54]2[CH:60]=[CH:59][C:57]([CH3:58])=[CH:56][CH:55]=2)(=[O:52])=[O:53])[CH:25]=1)[CH3:22].[CH2:21]([O:23][C:24]1[C:32]2[C:27](=[N:28][CH:29]=[C:30]([NH:33][C:34](=[O:50])[C:35]3[C:40]([F:41])=[CH:39][CH:38]=[C:37]([NH:42][S:43]([CH2:46][CH2:47][CH3:48])(=[O:45])=[O:44])[C:36]=3[F:49])[CH:31]=2)[NH:26][CH:25]=1)[CH3:22], predict the reactants needed to synthesize it. The reactants are: IC1C2C(=NC=C(N)C=2)N(S(C2C=CC=CC=2)(=O)=O)C=1.[CH2:21]([O:23][C:24]1[C:32]2[C:27](=[N:28][CH:29]=[C:30]([NH:33][C:34](=[O:50])[C:35]3[C:40]([F:41])=[CH:39][CH:38]=[C:37]([NH:42][S:43]([CH2:46][CH2:47][CH3:48])(=[O:45])=[O:44])[C:36]=3[F:49])[CH:31]=2)[N:26]([S:51]([C:54]2[CH:60]=[CH:59][C:57]([CH3:58])=[CH:56][CH:55]=2)(=[O:53])=[O:52])[CH:25]=1)[CH3:22]. (4) Given the product [Cl:8][C:9]1[CH:14]=[C:13]([Cl:15])[CH:12]=[CH:11][C:10]=1[C:16]1[C:7]([C:3]2[N:2]([CH3:1])[CH:6]=[CH:5][N:4]=2)=[CH:20][N:19]=[C:18]([NH:27][CH2:28][CH2:29][NH:30][C:31]2[CH:36]=[CH:35][C:34]([N+:37]([O-:39])=[O:38])=[CH:33][N:32]=2)[N:17]=1, predict the reactants needed to synthesize it. The reactants are: [CH3:1][N:2]1[CH:6]=[CH:5][N:4]=[C:3]1[CH3:7].[Cl:8][C:9]1[CH:14]=[C:13]([Cl:15])[CH:12]=[CH:11][C:10]=1[C:16]1C(C2NC=CN=2)=[CH:20][N:19]=[C:18]([NH:27][CH2:28][CH2:29][NH:30][C:31]2[CH:36]=[CH:35][C:34]([N+:37]([O-:39])=[O:38])=[CH:33][N:32]=2)[N:17]=1. (5) Given the product [CH:13]1([C:12]2[N:11]([C:16]3[CH:21]=[CH:20][CH:19]=[C:18]([C:22]([F:23])([F:24])[F:25])[CH:17]=3)[N:10]=[C:9]([CH3:26])[C:8]=2[C:6]([OH:7])=[O:5])[CH2:14][CH2:15]1, predict the reactants needed to synthesize it. The reactants are: [OH-].[Na+].C([O:5][C:6]([C:8]1[C:9]([CH3:26])=[N:10][N:11]([C:16]2[CH:21]=[CH:20][CH:19]=[C:18]([C:22]([F:25])([F:24])[F:23])[CH:17]=2)[C:12]=1[CH:13]1[CH2:15][CH2:14]1)=[O:7])C. (6) Given the product [C:26]([O:30][C:31]([NH:33][C@@H:34]([C:40]([N:13]1[CH2:14][CH2:15][CH2:16][C@H:12]1[C:11]([NH:10][CH2:9][C:8]1[CH:18]=[C:19]([C:22]([F:25])([F:23])[F:24])[CH:20]=[CH:21][C:7]=1[N:2]1[CH:6]=[N:5][N:4]=[N:3]1)=[O:17])=[O:41])[CH2:35][C:36]([CH3:39])([CH3:38])[CH3:37])=[O:32])([CH3:29])([CH3:28])[CH3:27], predict the reactants needed to synthesize it. The reactants are: Cl.[N:2]1([C:7]2[CH:21]=[CH:20][C:19]([C:22]([F:25])([F:24])[F:23])=[CH:18][C:8]=2[CH2:9][NH:10][C:11](=[O:17])[C@@H:12]2[CH2:16][CH2:15][CH2:14][NH:13]2)[CH:6]=[N:5][N:4]=[N:3]1.[C:26]([O:30][C:31]([NH:33][C@@H:34]([C:40](O)=[O:41])[CH2:35][C:36]([CH3:39])([CH3:38])[CH3:37])=[O:32])([CH3:29])([CH3:28])[CH3:27].C(Cl)CCl.C1C=NC2N(O)N=NC=2C=1.CCN(C(C)C)C(C)C. (7) Given the product [N:13]1([C:2]2[NH:10][C:9]3[C:4](=[N:5][CH:6]=[CH:7][CH:8]=3)[C:3]=2[C:11]#[N:12])[CH2:21][CH2:20][CH2:19][CH2:18][CH2:17][CH2:16][CH2:15][CH2:14]1, predict the reactants needed to synthesize it. The reactants are: Cl[C:2]1[NH:10][C:9]2[C:4](=[N:5][CH:6]=[CH:7][CH:8]=2)[C:3]=1[C:11]#[N:12].[NH:13]1[CH2:21][CH2:20][CH2:19][CH2:18][CH2:17][CH2:16][CH2:15][CH2:14]1. (8) Given the product [NH2:1][C:4]1[CH:5]=[C:6]([CH:16]=[CH:17][CH:18]=1)[C:7]([NH:9][C:10]1[CH:15]=[CH:14][N:13]=[CH:12][N:11]=1)=[O:8], predict the reactants needed to synthesize it. The reactants are: [N+:1]([C:4]1[CH:5]=[C:6]([CH:16]=[CH:17][CH:18]=1)[C:7]([NH:9][C:10]1[CH:15]=[CH:14][N:13]=[CH:12][N:11]=1)=[O:8])([O-])=O. (9) Given the product [F:31][C:26]1([F:30])[C:25]2[N:21]([CH2:20][C:19]([NH:18][C@H:8]([C:6]3[C:5]([C:37]4[CH:38]=[CH:39][CH:40]=[C:41]5[C:45]=4[N:44]([CH3:46])[N:43]=[C:42]5[NH:47][S:48]([CH3:51])(=[O:49])=[O:50])=[CH:4][CH:3]=[C:2]([C:56]#[C:55][CH:54]([OH:57])[CH:53]([CH3:58])[CH3:52])[N:7]=3)[CH2:9][C:10]3[CH:15]=[C:14]([F:16])[CH:13]=[C:12]([F:17])[CH:11]=3)=[O:36])[N:22]=[C:23]([C:32]([F:35])([F:33])[F:34])[C:24]=2[C@H:28]2[CH2:29][C@@H:27]12, predict the reactants needed to synthesize it. The reactants are: Cl[C:2]1[N:7]=[C:6]([C@@H:8]([NH:18][C:19](=[O:36])[CH2:20][N:21]2[C:25]3[C:26]([F:31])([F:30])[C@@H:27]4[CH2:29][C@@H:28]4[C:24]=3[C:23]([C:32]([F:35])([F:34])[F:33])=[N:22]2)[CH2:9][C:10]2[CH:15]=[C:14]([F:16])[CH:13]=[C:12]([F:17])[CH:11]=2)[C:5]([C:37]2[CH:38]=[CH:39][CH:40]=[C:41]3[C:45]=2[N:44]([CH3:46])[N:43]=[C:42]3[NH:47][S:48]([CH3:51])(=[O:50])=[O:49])=[CH:4][CH:3]=1.[CH3:52][CH:53]([CH3:58])[CH:54]([OH:57])[C:55]#[CH:56].